From a dataset of Reaction yield outcomes from USPTO patents with 853,638 reactions. Predict the reaction yield, written as a fraction of the theoretical maximum amount of product (1.0 means a 100% yield; for example, 0.34 means a 34% yield). (1) The yield is 0.530. The catalyst is FC(F)C(O)=O. The reactants are [CH2:1]([C@@H:3]1[CH2:24][O:23][C:6]2=[C:7]3[C:12](=[CH:13][CH:14]=[C:5]2[NH:4]1)[N:11]=[C:10]([O:15][CH:16]([CH3:18])[CH3:17])[CH:9]=[C:8]3[C:19]([F:22])([F:21])[F:20])[CH3:2].[BH4-].[Na+]. The product is [F:20][CH:19]([F:21])[CH2:8][N:4]1[C:5]2[C:6](=[C:7]3[C:12](=[CH:13][CH:14]=2)[N:11]=[C:10]([O:15][CH:16]([CH3:18])[CH3:17])[CH:9]=[C:8]3[C:19]([F:21])([F:22])[F:20])[O:23][CH2:24][C@H:3]1[CH2:1][CH3:2]. (2) The reactants are [CH:1]1([Mg]Br)[CH2:3][CH2:2]1.Cl[C:7]1[N:12]=[CH:11][C:10]([C:13]2[CH:18]=[CH:17][N:16]=[C:15]([C:19]([NH:21][C:22]3[CH:27]=[CH:26][CH:25]=[C:24]([C:28]4[N:32]([CH:33]5[CH2:35][CH2:34]5)[CH:31]=[N:30][N:29]=4)[CH:23]=3)=[O:20])[CH:14]=2)=[CH:9][N:8]=1. The catalyst is CN1C=CC=CC1.O1CCCC1. The product is [CH:33]1([N:32]2[CH:31]=[N:30][N:29]=[C:28]2[C:24]2[CH:23]=[C:22]([NH:21][C:19](=[O:20])[C:15]3[CH:14]=[C:13]([C:10]4[CH:9]=[N:8][C:7]([CH:1]5[CH2:3][CH2:2]5)=[N:12][CH:11]=4)[CH:18]=[CH:17][N:16]=3)[CH:27]=[CH:26][CH:25]=2)[CH2:35][CH2:34]1. The yield is 0.450. (3) The reactants are [Br:1][C:2]1[C:3](F)=[C:4]2[C:10]([NH:11][C:12]([CH:14]3[CH2:17][CH2:16][CH2:15]3)=[O:13])=[CH:9][NH:8][C:5]2=[N:6][CH:7]=1.[NH:19]1[CH2:24][CH2:23][CH2:22][C@@H:21]([NH:25][C:26](=[O:32])[O:27][C:28]([CH3:31])([CH3:30])[CH3:29])[CH2:20]1.C(N(CC)CC)C. The catalyst is CCCCO.CCOC(C)=O. The product is [Br:1][C:2]1[C:3]([N:19]2[CH2:24][CH2:23][CH2:22][C@@H:21]([NH:25][C:26](=[O:32])[O:27][C:28]([CH3:30])([CH3:29])[CH3:31])[CH2:20]2)=[C:4]2[C:10]([NH:11][C:12]([CH:14]3[CH2:17][CH2:16][CH2:15]3)=[O:13])=[CH:9][NH:8][C:5]2=[N:6][CH:7]=1. The yield is 0.300. (4) The reactants are [C:1]([C:5]1[O:9][N:8]=[C:7]([NH:10][C:11]([NH:13][C:14]2[CH:19]=[CH:18][CH:17]=[C:16]([S:20][C:21]3[C:30]4[C:25](=[CH:26][C:27]5[O:34][CH2:33][CH2:32][O:31][C:28]=5[CH:29]=4)[N:24]=[CH:23][N:22]=3)[CH:15]=2)=[O:12])[CH:6]=1)([CH3:4])([CH3:3])[CH3:2].[ClH:35].CCOCC. The catalyst is C(Cl)Cl.CO. The product is [ClH:35].[C:1]([C:5]1[O:9][N:8]=[C:7]([NH:10][C:11]([NH:13][C:14]2[CH:19]=[CH:18][CH:17]=[C:16]([S:20][C:21]3[C:30]4[C:25](=[CH:26][C:27]5[O:34][CH2:33][CH2:32][O:31][C:28]=5[CH:29]=4)[N:24]=[CH:23][N:22]=3)[CH:15]=2)=[O:12])[CH:6]=1)([CH3:4])([CH3:2])[CH3:3]. The yield is 0.610. (5) The reactants are [F:1][C:2]1[CH:8]=[CH:7][C:5]([NH2:6])=[CH:4][CH:3]=1.C[Al](C)C.C([O:15][C:16]([C:18]1[NH:19][C:20]2[C:25]([CH:26]=1)=[CH:24][C:23]([C:27]1[CH:28]=[N:29][CH:30]=[CH:31][CH:32]=1)=[CH:22][CH:21]=2)=O)C. The catalyst is O1CCOCC1. The product is [F:1][C:2]1[CH:8]=[CH:7][C:5]([NH:6][C:16]([C:18]2[NH:19][C:20]3[C:25]([CH:26]=2)=[CH:24][C:23]([C:27]2[CH:28]=[N:29][CH:30]=[CH:31][CH:32]=2)=[CH:22][CH:21]=3)=[O:15])=[CH:4][CH:3]=1. The yield is 0.170.